Dataset: Full USPTO retrosynthesis dataset with 1.9M reactions from patents (1976-2016). Task: Predict the reactants needed to synthesize the given product. Given the product [OH:22][C:19]1[CH:20]=[CH:21][C:16]([C:7]2[CH:6]=[C:5]3[C:10]([C:11]([C:12]([O:14][CH3:15])=[O:13])=[N:58][N:4]3[C:1]([O:32][C:33]([CH3:36])([CH3:35])[CH3:34])=[O:3])=[CH:9][CH:8]=2)=[CH:17][CH:18]=1, predict the reactants needed to synthesize it. The reactants are: [C:1]([NH:4][C:5]1[CH:6]=[C:7]([C:16]2[CH:21]=[CH:20][C:19]([O:22]CC3C=CC=CC=3)=[CH:18][CH:17]=2)[CH:8]=[CH:9][C:10]=1[CH2:11][C:12]([O:14][CH3:15])=[O:13])(=[O:3])C.N([O:32][C:33]([CH3:36])([CH3:35])[CH3:34])=O.B(Cl)(Cl)Cl.C(OC(OC(C)(C)C)=O)(OC(C)(C)C)=O.C([N:58](CC)CC)C.